Task: Regression. Given a peptide amino acid sequence and an MHC pseudo amino acid sequence, predict their binding affinity value. This is MHC class I binding data.. Dataset: Peptide-MHC class I binding affinity with 185,985 pairs from IEDB/IMGT (1) The peptide sequence is KFFPSSSYR. The MHC is HLA-B08:01 with pseudo-sequence HLA-B08:01. The binding affinity (normalized) is 0.0847. (2) The peptide sequence is RYRQVLSPL. The binding affinity (normalized) is 1.00. The MHC is HLA-C14:02 with pseudo-sequence HLA-C14:02. (3) The peptide sequence is WSYYCAGLKK. The MHC is HLA-A11:01 with pseudo-sequence HLA-A11:01. The binding affinity (normalized) is 0.538.